This data is from Forward reaction prediction with 1.9M reactions from USPTO patents (1976-2016). The task is: Predict the product of the given reaction. Given the reactants [Br:1][C:2]1[CH:11]=[C:10]2[C:5]([CH:6]=[CH:7][N:8]=[CH:9]2)=[CH:4][C:3]=1[CH3:12].C([BH-](CC)CC)C.[Li+].[C:21]([O:25][C:26](O[C:26]([O:25][C:21]([CH3:24])([CH3:23])[CH3:22])=[O:27])=[O:27])([CH3:24])([CH3:23])[CH3:22], predict the reaction product. The product is: [Br:1][C:2]1[CH:11]=[C:10]2[C:5]([CH2:6][CH2:7][N:8]([C:26]([O:25][C:21]([CH3:24])([CH3:23])[CH3:22])=[O:27])[CH2:9]2)=[CH:4][C:3]=1[CH3:12].